From a dataset of NCI-60 drug combinations with 297,098 pairs across 59 cell lines. Regression. Given two drug SMILES strings and cell line genomic features, predict the synergy score measuring deviation from expected non-interaction effect. (1) Drug 1: CCC(=C(C1=CC=CC=C1)C2=CC=C(C=C2)OCCN(C)C)C3=CC=CC=C3.C(C(=O)O)C(CC(=O)O)(C(=O)O)O. Drug 2: CS(=O)(=O)OCCCCOS(=O)(=O)C. Cell line: HOP-92. Synergy scores: CSS=1.32, Synergy_ZIP=0.302, Synergy_Bliss=3.86, Synergy_Loewe=-3.01, Synergy_HSA=-2.01. (2) Drug 1: C1CCN(CC1)CCOC2=CC=C(C=C2)C(=O)C3=C(SC4=C3C=CC(=C4)O)C5=CC=C(C=C5)O. Drug 2: C1=CC=C(C(=C1)C(C2=CC=C(C=C2)Cl)C(Cl)Cl)Cl. Cell line: OVCAR-8. Synergy scores: CSS=0.935, Synergy_ZIP=0.501, Synergy_Bliss=-0.623, Synergy_Loewe=-0.340, Synergy_HSA=-1.74. (3) Drug 1: CCCS(=O)(=O)NC1=C(C(=C(C=C1)F)C(=O)C2=CNC3=C2C=C(C=N3)C4=CC=C(C=C4)Cl)F. Drug 2: C1=CC(=CC=C1CCCC(=O)O)N(CCCl)CCCl. Cell line: PC-3. Synergy scores: CSS=16.5, Synergy_ZIP=-4.35, Synergy_Bliss=-4.58, Synergy_Loewe=-6.86, Synergy_HSA=-5.81. (4) Drug 1: CN1C2=C(C=C(C=C2)N(CCCl)CCCl)N=C1CCCC(=O)O.Cl. Drug 2: C1C(C(OC1N2C=NC(=NC2=O)N)CO)O. Cell line: SR. Synergy scores: CSS=19.1, Synergy_ZIP=-3.20, Synergy_Bliss=-3.71, Synergy_Loewe=-17.2, Synergy_HSA=-0.912. (5) Drug 1: C1CCC(C1)C(CC#N)N2C=C(C=N2)C3=C4C=CNC4=NC=N3. Drug 2: C1=C(C(=O)NC(=O)N1)F. Cell line: COLO 205. Synergy scores: CSS=60.5, Synergy_ZIP=1.74, Synergy_Bliss=-2.69, Synergy_Loewe=-8.27, Synergy_HSA=-6.40.